From a dataset of Reaction yield outcomes from USPTO patents with 853,638 reactions. Predict the reaction yield, written as a fraction of the theoretical maximum amount of product (1.0 means a 100% yield; for example, 0.34 means a 34% yield). (1) The reactants are [CH3:1][C:2]1[C:7]([OH:8])=[C:6]([CH2:9][NH2:10])[C:5]([CH2:11][OH:12])=[CH:4][N:3]=1.Cl.Cl.CCN(CC)CC.CCN=C=NCCCN(C)C.Cl.C1C=CC2N(O)N=NC=2C=1.CC1N=CC(CO)=C(CN)C=1O.[CH3:56][C:57]1[CH2:62][CH2:61][CH2:60][C:59]([CH3:64])([CH3:63])[C:58]=1/[CH:65]=[CH:66]/[C:67](/[CH3:77])=[CH:68]/[CH:69]=[CH:70]/[C:71](/[CH3:76])=[CH:72]/[C:73](O)=[O:74]. The catalyst is C(Cl)Cl. The product is [OH:8][C:7]1[C:2]([CH3:1])=[N:3][CH:4]=[C:5]([CH2:11][OH:12])[C:6]=1[CH2:9][NH:10][C:73](=[O:74])[CH:72]=[C:71]([CH3:76])[CH:70]=[CH:69][CH:68]=[C:67]([CH3:77])[CH:66]=[CH:65][C:58]1[C:59]([CH3:63])([CH3:64])[CH2:60][CH2:61][CH2:62][C:57]=1[CH3:56]. The yield is 0.450. (2) The reactants are [CH2:1]([C:3]1[CH2:4][CH:5]2[CH:8]([CH:9]=1)[C:7]([CH:14](C(OCC)=O)[C:15]([O:17][CH2:18][CH3:19])=[O:16])([CH2:10][N+:11]([O-:13])=[O:12])[CH2:6]2)[CH3:2].O.[Cl-].[Na+]. The catalyst is CS(C)=O. The product is [CH2:1]([C:3]1[CH2:4][CH:5]2[CH:8]([CH:9]=1)[C:7]([CH2:14][C:15]([O:17][CH2:18][CH3:19])=[O:16])([CH2:10][N+:11]([O-:13])=[O:12])[CH2:6]2)[CH3:2]. The yield is 0.724. (3) The reactants are I[C:2]1[C:3]([CH3:13])=[N:4][N:5]([C:7]2[CH:8]=[N:9][CH:10]=[CH:11][CH:12]=2)[CH:6]=1.[N:14]1[C:23]2[CH:22]([C:24](=O)C)CCCC=2C=CC=1.C1(N)CC1.C(=O)([O-])[O-].[Cs+].[Cs+]. The catalyst is CS(C)=O.O.[Cu]Br. The product is [CH:23]1([NH:14][C:2]2[C:3]([CH3:13])=[N:4][N:5]([C:7]3[CH:8]=[N:9][CH:10]=[CH:11][CH:12]=3)[CH:6]=2)[CH2:22][CH2:24]1. The yield is 0.179. (4) The reactants are [C:1]([O:5][C:6](=[O:27])[N:7]([C:9]1[CH:14]=[CH:13][CH:12]=[C:11]([CH2:15][CH2:16][O:17][C:18]2[CH:19]=[C:20]3[C:24](=[CH:25][CH:26]=2)[NH:23][CH:22]=[CH:21]3)[N:10]=1)[CH3:8])([CH3:4])([CH3:3])[CH3:2].[CH3:28][O:29][C:30](=[O:39])[C:31]#[C:32][C:33]1[CH:34]=[N:35][CH:36]=[CH:37][CH:38]=1. No catalyst specified. The product is [CH3:28][O:29][C:30](=[O:39])[CH:31]=[C:32]([N:23]1[C:24]2[C:20](=[CH:19][C:18]([O:17][CH2:16][CH2:15][C:11]3[CH:12]=[CH:13][CH:14]=[C:9]([N:7]([C:6]([O:5][C:1]([CH3:4])([CH3:2])[CH3:3])=[O:27])[CH3:8])[N:10]=3)=[CH:26][CH:25]=2)[CH:21]=[CH:22]1)[C:33]1[CH:34]=[N:35][CH:36]=[CH:37][CH:38]=1. The yield is 0.960.